This data is from Full USPTO retrosynthesis dataset with 1.9M reactions from patents (1976-2016). The task is: Predict the reactants needed to synthesize the given product. (1) Given the product [OH:28][CH2:27][CH:26]([NH:29][C:3](=[O:24])[C:4]1[CH:9]=[CH:8][C:7](/[CH:10]=[CH:11]/[C:12]2[C:13]([C:18]3[CH:19]=[CH:20][CH:21]=[CH:22][CH:23]=3)=[N:14][O:15][C:16]=2[CH3:17])=[N:6][CH:5]=1)[CH3:25], predict the reactants needed to synthesize it. The reactants are: CO[C:3](=[O:24])[C:4]1[CH:9]=[CH:8][C:7](/[CH:10]=[CH:11]/[C:12]2[C:13]([C:18]3[CH:23]=[CH:22][CH:21]=[CH:20][CH:19]=3)=[N:14][O:15][C:16]=2[CH3:17])=[N:6][CH:5]=1.[CH3:25][CH:26]([NH2:29])[CH2:27][OH:28]. (2) Given the product [C:35]([N:19]([CH2:20][C:21]1[CH:26]=[C:25]([C:27]([F:30])([F:29])[F:28])[CH:24]=[C:23]([C:31]([F:34])([F:33])[F:32])[CH:22]=1)[CH:15]1[CH2:16][CH2:17][CH2:18][N:12]([C:10]([O:9][CH:6]([CH3:8])[CH3:7])=[O:11])[C:13]2[CH:41]=[C:40]([CH2:45][OH:46])[CH:39]=[CH:38][C:14]1=2)(=[O:37])[CH3:36], predict the reactants needed to synthesize it. The reactants are: C([Li])CCC.[CH:6]([O:9][C:10]([N:12]1[CH2:18][CH2:17][CH2:16][CH:15]([N:19]([C:35](=[O:37])[CH3:36])[CH2:20][C:21]2[CH:26]=[C:25]([C:27]([F:30])([F:29])[F:28])[CH:24]=[C:23]([C:31]([F:34])([F:33])[F:32])[CH:22]=2)[C:14]2[CH:38]=[CH:39][C:40](Br)=[CH:41][C:13]1=2)=[O:11])([CH3:8])[CH3:7].CN(C)[CH:45]=[O:46].[BH4-].[Na+]. (3) Given the product [C:1]([O:5][C:6](=[O:7])[NH:8][CH:9]([CH3:13])[C:10](=[O:12])[CH:29]=[N+:27]=[N-:28])([CH3:2])([CH3:3])[CH3:4], predict the reactants needed to synthesize it. The reactants are: [C:1]([O:5][C:6]([NH:8][CH:9]([CH3:13])[C:10]([OH:12])=O)=[O:7])([CH3:4])([CH3:3])[CH3:2].CCN(CC)CC.C(Cl)(=O)OCC.[N+:27](=[CH2:29])=[N-:28].